Dataset: NCI-60 drug combinations with 297,098 pairs across 59 cell lines. Task: Regression. Given two drug SMILES strings and cell line genomic features, predict the synergy score measuring deviation from expected non-interaction effect. (1) Drug 1: C1=C(C(=O)NC(=O)N1)N(CCCl)CCCl. Drug 2: C1=CN(C(=O)N=C1N)C2C(C(C(O2)CO)O)O.Cl. Cell line: COLO 205. Synergy scores: CSS=49.5, Synergy_ZIP=-5.62, Synergy_Bliss=-5.75, Synergy_Loewe=-0.724, Synergy_HSA=1.45. (2) Drug 1: CN(CCCl)CCCl.Cl. Drug 2: CC1=C(C(=O)C2=C(C1=O)N3CC4C(C3(C2COC(=O)N)OC)N4)N. Cell line: SF-539. Synergy scores: CSS=68.6, Synergy_ZIP=1.70, Synergy_Bliss=0.952, Synergy_Loewe=3.15, Synergy_HSA=6.95. (3) Drug 1: C1CN(CCN1C(=O)CCBr)C(=O)CCBr. Drug 2: CC1=C(C(=O)C2=C(C1=O)N3CC4C(C3(C2COC(=O)N)OC)N4)N. Cell line: NCI/ADR-RES. Synergy scores: CSS=12.4, Synergy_ZIP=-6.98, Synergy_Bliss=-9.16, Synergy_Loewe=-14.9, Synergy_HSA=-8.57. (4) Drug 1: C1=NC2=C(N=C(N=C2N1C3C(C(C(O3)CO)O)O)F)N. Drug 2: C(CC(=O)O)C(=O)CN.Cl. Cell line: LOX IMVI. Synergy scores: CSS=-5.51, Synergy_ZIP=-0.816, Synergy_Bliss=-3.60, Synergy_Loewe=-10.1, Synergy_HSA=-9.21.